Predict the product of the given reaction. From a dataset of Forward reaction prediction with 1.9M reactions from USPTO patents (1976-2016). (1) Given the reactants [C:1]([O:5][C:6]([CH2:8][N:9]([CH2:21][C:22]([O:24][C:25]([CH3:28])([CH3:27])[CH3:26])=[O:23])[NH:10]C(OCC1C=CC=CC=1)=O)=[O:7])([CH3:4])([CH3:3])[CH3:2], predict the reaction product. The product is: [C:1]([O:5][C:6]([CH2:8][N:9]([CH2:21][C:22]([O:24][C:25]([CH3:28])([CH3:27])[CH3:26])=[O:23])[NH2:10])=[O:7])([CH3:4])([CH3:3])[CH3:2]. (2) Given the reactants [OH:1][CH2:2][C:3]1[C:8]([O:9][CH2:10][C:11]2[C:12]([C:17]3[N:21]([CH:22]([CH3:24])[CH3:23])[N:20]=[CH:19][CH:18]=3)=[N:13][CH:14]=[CH:15][CH:16]=2)=[CH:7][N:6]=[CH:5][C:4]=1[OH:25], predict the reaction product. The product is: [OH:25][C:4]1[CH:5]=[N:6][CH:7]=[C:8]([O:9][CH2:10][C:11]2[C:12]([C:17]3[N:21]([CH:22]([CH3:24])[CH3:23])[N:20]=[CH:19][CH:18]=3)=[N:13][CH:14]=[CH:15][CH:16]=2)[C:3]=1[CH:2]=[O:1].